This data is from Reaction yield outcomes from USPTO patents with 853,638 reactions. The task is: Predict the reaction yield, written as a fraction of the theoretical maximum amount of product (1.0 means a 100% yield; for example, 0.34 means a 34% yield). The reactants are [Cl:1][C:2]1[C:7]2[C:8](=[O:22])[N:9]([CH2:11][C:12]3[CH:17]=[CH:16][C:15]([O:18][CH3:19])=[CH:14][C:13]=3[O:20][CH3:21])[CH2:10][C:6]=2[C:5]([F:23])=[C:4](Cl)[N:3]=1.[NH2:25][C@H:26]1[CH2:31][CH2:30][CH2:29][CH2:28][C@H:27]1[NH:32][C:33](=[O:39])[O:34][C:35]([CH3:38])([CH3:37])[CH3:36].C(N(CC)C(C)C)(C)C. The catalyst is C(#N)C. The product is [Cl:1][C:2]1[C:7]2[C:8](=[O:22])[N:9]([CH2:11][C:12]3[CH:17]=[CH:16][C:15]([O:18][CH3:19])=[CH:14][C:13]=3[O:20][CH3:21])[CH2:10][C:6]=2[C:5]([F:23])=[C:4]([NH:25][C@H:26]2[CH2:31][CH2:30][CH2:29][CH2:28][C@H:27]2[NH:32][C:33](=[O:39])[O:34][C:35]([CH3:37])([CH3:36])[CH3:38])[N:3]=1. The yield is 0.210.